Dataset: Full USPTO retrosynthesis dataset with 1.9M reactions from patents (1976-2016). Task: Predict the reactants needed to synthesize the given product. (1) Given the product [F:1][C:2]([C:3]1[N:20]([CH3:19])[C:21]([C:24]2[CH:29]=[CH:28][CH:27]=[CH:26][CH:25]=2)=[N:6][N:5]=1)([F:11])[CH2:7][CH2:8][CH:9]=[CH2:10], predict the reactants needed to synthesize it. The reactants are: [F:1][C:2]([F:11])([CH2:7][CH2:8][CH:9]=[CH2:10])[C:3]([NH:5][NH2:6])=O.C([O-])([O-])=O.[K+].[K+].Cl.[CH3:19][NH:20][C:21]([C:24]1[CH:29]=[CH:28][CH:27]=[CH:26][CH:25]=1)=NC. (2) Given the product [CH3:23][S:21]([C:20]([S:19][CH3:18])=[CH:11][C:10]1[CH:13]=[CH:14][CH:15]=[C:16]([CH3:17])[C:9]=1[O:8][CH2:1][C:2]1[CH:7]=[CH:6][CH:5]=[CH:4][CH:3]=1)=[O:22], predict the reactants needed to synthesize it. The reactants are: [CH2:1]([O:8][C:9]1[C:16]([CH3:17])=[CH:15][CH:14]=[CH:13][C:10]=1[CH:11]=O)[C:2]1[CH:7]=[CH:6][CH:5]=[CH:4][CH:3]=1.[CH3:18][S:19][CH2:20][S:21]([CH3:23])=[O:22].O1CCCC1.[OH-].C([N+](C)(C)C)C1C=CC=CC=1. (3) Given the product [CH2:1]([NH:8][C:29]([C:28]1[S:27][C:26]([N:32]2[CH2:36][CH2:35][N:34]([CH2:37][CH2:38][C:39]3[CH:44]=[CH:43][CH:42]=[CH:41][CH:40]=3)[C:33]2=[O:45])=[N:25][C:24]=1[CH3:23])=[O:31])[C:2]1[CH:7]=[CH:6][CH:5]=[CH:4][CH:3]=1, predict the reactants needed to synthesize it. The reactants are: [CH2:1]([N:8]1CCN(C2SC(C(O)=O)=C(C)N=2)C1=O)[C:2]1[CH:7]=[CH:6][CH:5]=[CH:4][CH:3]=1.[CH3:23][C:24]1[N:25]=[C:26]([N:32]2[CH2:36][CH2:35][N:34]([CH2:37][CH2:38][C:39]3[CH:44]=[CH:43][CH:42]=[CH:41][CH:40]=3)[C:33]2=[O:45])[S:27][C:28]=1[C:29]([OH:31])=O.C(N)C1C=CC=CC=1. (4) Given the product [CH3:1][O:2][C:3]1[CH:10]=[CH:9][C:6]([CH:7]=[C:12]2[C:11](=[O:22])[O:23][C:14]([C:16]3[CH:17]=[CH:18][CH:19]=[CH:20][CH:21]=3)=[N:13]2)=[CH:5][CH:4]=1, predict the reactants needed to synthesize it. The reactants are: [CH3:1][O:2][C:3]1[CH:10]=[CH:9][C:6]([CH:7]=O)=[CH:5][CH:4]=1.[C:11]([OH:23])(=[O:22])[CH2:12][NH:13][C:14]([C:16]1[CH:21]=[CH:20][CH:19]=[CH:18][CH:17]=1)=O.C([O-])(=O)C.[Na+].C(OC(=O)C)(=O)C. (5) Given the product [F:1][C:2]([F:6])([F:5])[CH2:3][O:4][C:10]1[CH:15]=[CH:14][C:13]([C:16]2[O:20][N:19]=[C:18]([C:21]3[CH:26]=[CH:25][C:24]([S:27]([NH2:30])(=[O:29])=[O:28])=[C:23]([O:31][C:32]([F:34])([F:35])[F:33])[CH:22]=3)[N:17]=2)=[CH:12][C:11]=1[C:36]([F:39])([F:37])[F:38], predict the reactants needed to synthesize it. The reactants are: [F:1][C:2]([F:6])([F:5])[CH2:3][OH:4].[H-].[Na+].F[C:10]1[CH:15]=[CH:14][C:13]([C:16]2[O:20][N:19]=[C:18]([C:21]3[CH:26]=[CH:25][C:24]([S:27]([NH2:30])(=[O:29])=[O:28])=[C:23]([O:31][C:32]([F:35])([F:34])[F:33])[CH:22]=3)[N:17]=2)=[CH:12][C:11]=1[C:36]([F:39])([F:38])[F:37].C1CCCCC1.C(OCC)(=O)C. (6) Given the product [I:1][C:2]1[CH:10]=[CH:9][C:5]([C:6]([O:8][O:17][C:13]([CH3:16])([CH3:15])[CH3:14])=[O:7])=[CH:4][C:3]=1[O:11][CH3:12], predict the reactants needed to synthesize it. The reactants are: [I:1][C:2]1[CH:10]=[CH:9][C:5]([C:6]([OH:8])=[O:7])=[CH:4][C:3]=1[O:11][CH3:12].[C:13]([O:17]C(OC([O:17][C:13]([CH3:16])([CH3:15])[CH3:14])=O)=O)([CH3:16])([CH3:15])[CH3:14]. (7) Given the product [N:1]1[C:10]2[C:5](=[CH:6][CH:7]=[CH:8][CH:9]=2)[CH:4]=[CH:3][C:2]=1[NH:11][CH2:12][CH2:13][CH2:14][N:15]([CH2:21][C:18]1[CH:19]=[CH:20][S:16][CH:17]=1)[CH2:21][C:18]1[CH:19]=[CH:20][S:16][CH:17]=1, predict the reactants needed to synthesize it. The reactants are: [N:1]1[C:10]2[C:5](=[CH:6][CH:7]=[CH:8][CH:9]=2)[CH:4]=[CH:3][C:2]=1[NH:11][CH2:12][CH2:13][CH2:14][NH2:15].[S:16]1[CH:20]=[CH:19][C:18]([CH:21]=O)=[CH:17]1. (8) Given the product [C:29]([C:28]1[CH:31]=[CH:32][C:25]([N:22]2[C:37](=[O:38])[C:3]3([CH2:4][CH2:40][CH2:5]3)[N:6]([C:7]3[CH:12]=[CH:11][C:10]([CH2:13][CH2:14][CH2:15][C:16]([N:18]([CH3:19])[CH3:20])=[O:17])=[C:9]([F:21])[CH:8]=3)[C:23]2=[S:24])=[CH:26][C:27]=1[C:33]([F:34])([F:36])[F:35])#[N:30], predict the reactants needed to synthesize it. The reactants are: C([C:3]([NH:6][C:7]1[CH:12]=[CH:11][C:10]([CH2:13][CH2:14][CH2:15][C:16]([N:18]([CH3:20])[CH3:19])=[O:17])=[C:9]([F:21])[CH:8]=1)([CH3:5])[CH3:4])#N.[N:22]([C:25]1[CH:32]=[CH:31][C:28]([C:29]#[N:30])=[C:27]([C:33]([F:36])([F:35])[F:34])[CH:26]=1)=[C:23]=[S:24].[CH3:37][OH:38].Cl.[CH3:40]N(C=O)C. (9) Given the product [CH3:8][C:4]1[CH:3]=[C:2]([N:9]2[CH:13]=[CH:12][CH:11]=[N:10]2)[CH:7]=[CH:6][N:5]=1, predict the reactants needed to synthesize it. The reactants are: Br[C:2]1[CH:7]=[CH:6][N:5]=[C:4]([CH3:8])[CH:3]=1.[NH:9]1[CH:13]=[CH:12][CH:11]=[N:10]1.N1C2C(=CC=C3C=2N=CC=C3)C=CC=1.C([O-])([O-])=O.[K+].[K+]. (10) Given the product [NH2:3][O:12][CH:13]1[CH2:14][N:15]([C:25]([O:27][C:28]([CH3:29])([CH3:30])[CH3:31])=[O:26])[N:16]([C:18]([O:20][C:21]([CH3:24])([CH3:23])[CH3:22])=[O:19])[CH2:17]1, predict the reactants needed to synthesize it. The reactants are: O=C1C2C(=CC=CC=2)C(=O)[N:3]1[O:12][CH:13]1[CH2:17][N:16]([C:18]([O:20][C:21]([CH3:24])([CH3:23])[CH3:22])=[O:19])[N:15]([C:25]([O:27][C:28]([CH3:31])([CH3:30])[CH3:29])=[O:26])[CH2:14]1.C(Cl)Cl.O.NN.